This data is from Reaction yield outcomes from USPTO patents with 853,638 reactions. The task is: Predict the reaction yield, written as a fraction of the theoretical maximum amount of product (1.0 means a 100% yield; for example, 0.34 means a 34% yield). (1) The reactants are [C:1]([O:5][C:6]([N:8]1[CH2:11][CH:10]([N+:12]([O-])([CH2:14][CH2:15][N:16]2[C:21]3[N:22]=[C:23]([NH:26][CH3:27])[N:24]=[CH:25][C:20]=3[CH:19]=[C:18]([C:28]3[C:33]([Cl:34])=[C:32]([O:35][CH3:36])[CH:31]=[C:30]([O:37][CH3:38])[C:29]=3[Cl:39])[C:17]2=[O:40])[CH3:13])[CH2:9]1)=[O:7])([CH3:4])([CH3:3])[CH3:2].[NH4+].[Cl-]. The catalyst is CO.[Zn]. The product is [Cl:34][C:33]1[C:32]([O:35][CH3:36])=[CH:31][C:30]([O:37][CH3:38])=[C:29]([Cl:39])[C:28]=1[C:18]1[C:17](=[O:40])[N:16]([CH2:15][CH2:14][N:12]([CH3:13])[CH:10]2[CH2:11][N:8]([C:6]([O:5][C:1]([CH3:3])([CH3:2])[CH3:4])=[O:7])[CH2:9]2)[C:21]2[N:22]=[C:23]([NH:26][CH3:27])[N:24]=[CH:25][C:20]=2[CH:19]=1. The yield is 0.930. (2) The yield is 0.550. The product is [F:17][C:18]1[CH:26]=[C:25]2[C:21]([C:22](=[CH:28][NH:16][C:13]3[CH:12]=[CH:11][C:10]([O:9][CH2:8][CH:4]4[CH2:5][CH2:6][CH2:7][N:2]([CH3:1])[CH2:3]4)=[CH:15][CH:14]=3)[C:23](=[O:27])[NH:24]2)=[CH:20][CH:19]=1. The reactants are [CH3:1][N:2]1[CH2:7][CH2:6][CH2:5][CH:4]([CH2:8][O:9][C:10]2[CH:15]=[CH:14][C:13]([NH2:16])=[CH:12][CH:11]=2)[CH2:3]1.[F:17][C:18]1[CH:26]=[C:25]2[C:21]([C:22](=[CH:28]O)[C:23](=[O:27])[NH:24]2)=[CH:20][CH:19]=1. No catalyst specified. (3) The reactants are Br[C:2]1[C:3]([F:19])=[CH:4][C:5]2[O:11][CH2:10][CH2:9][N:8]3[CH:12]=[C:13]([C:15]([NH2:17])=[O:16])[N:14]=[C:7]3[C:6]=2[CH:18]=1.[NH:20]1[CH:24]=[C:23]([C:25]([OH:29])([C:27]#[CH:28])[CH3:26])[CH:22]=[N:21]1. No catalyst specified. The product is [F:19][C:3]1[C:2]([C:28]#[C:27][C:25]([OH:29])([C:23]2[CH:24]=[N:20][NH:21][CH:22]=2)[CH3:26])=[CH:18][C:6]2[C:7]3[N:8]([CH:12]=[C:13]([C:15]([NH2:17])=[O:16])[N:14]=3)[CH2:9][CH2:10][O:11][C:5]=2[CH:4]=1. The yield is 0.190.